Dataset: Full USPTO retrosynthesis dataset with 1.9M reactions from patents (1976-2016). Task: Predict the reactants needed to synthesize the given product. (1) Given the product [F:1][C:22]1[N:27]=[C:26]([C:28]#[N:29])[CH:25]=[N:24][CH:23]=1, predict the reactants needed to synthesize it. The reactants are: [F-:1].[K+].C1OCCOCCOCCOCCOCCOC1.Cl[C:22]1[N:27]=[C:26]([C:28]#[N:29])[CH:25]=[N:24][CH:23]=1.C(OCC)(=O)C. (2) Given the product [NH2:1][C:2]1[C:6]([C:7]([NH2:8])=[O:15])=[CH:5][N:4]([C:9]2[CH:10]=[CH:11][CH:12]=[CH:13][CH:14]=2)[N:3]=1, predict the reactants needed to synthesize it. The reactants are: [NH2:1][C:2]1[C:6]([C:7]#[N:8])=[CH:5][N:4]([C:9]2[CH:14]=[CH:13][CH:12]=[CH:11][CH:10]=2)[N:3]=1.[OH2:15]. (3) Given the product [F:1][C:2]1[CH:17]=[CH:16][C:5]2[N:6]([CH:10]3[CH2:11][CH2:12][N:13]([CH2:34][C@H:32]([OH:33])[CH2:31][O:30][C:22]4[CH:21]=[C:20]([O:19][CH3:18])[CH:25]=[CH:24][C:23]=4[NH:26][C:27](=[O:29])[CH3:28])[CH2:14][CH2:15]3)[C:7](=[O:9])[NH:8][C:4]=2[CH:3]=1, predict the reactants needed to synthesize it. The reactants are: [F:1][C:2]1[CH:17]=[CH:16][C:5]2[N:6]([CH:10]3[CH2:15][CH2:14][NH:13][CH2:12][CH2:11]3)[C:7](=[O:9])[NH:8][C:4]=2[CH:3]=1.[CH3:18][O:19][C:20]1[CH:25]=[CH:24][C:23]([NH:26][C:27](=[O:29])[CH3:28])=[C:22]([O:30][CH2:31][C@@H:32]2[CH2:34][O:33]2)[CH:21]=1.